Dataset: Forward reaction prediction with 1.9M reactions from USPTO patents (1976-2016). Task: Predict the product of the given reaction. (1) Given the reactants C1(C)C=CC=CC=1P(C1C=CC=CC=1C)C1C=CC=CC=1C.Br[C:24]1[S:28][C:27]([C:29]2[CH:34]=[CH:33][N:32]=[C:31]([NH:35][C:36]3[CH:41]=[CH:40][C:39]([S:42]([NH2:45])(=[O:44])=[O:43])=[CH:38][CH:37]=3)[N:30]=2)=[CH:26][CH:25]=1.CN(C)C=O.[C:51]([C:53]1[CH:58]=[CH:57][CH:56]=[CH:55][N:54]=1)#[CH:52], predict the reaction product. The product is: [N:54]1[CH:55]=[CH:56][CH:57]=[CH:58][C:53]=1[C:51]#[C:52][C:24]1[S:28][C:27]([C:29]2[CH:34]=[CH:33][N:32]=[C:31]([NH:35][C:36]3[CH:41]=[CH:40][C:39]([S:42]([NH2:45])(=[O:44])=[O:43])=[CH:38][CH:37]=3)[N:30]=2)=[CH:26][CH:25]=1. (2) Given the reactants [NH2:1][C:2]1[CH:9]=[C:8](F)[C:5]([C:6]#[N:7])=[CH:4][N:3]=1.[CH3:11][CH:12]([CH3:15])[CH2:13][OH:14], predict the reaction product. The product is: [NH2:1][C:2]1[CH:9]=[C:8]([O:14][CH2:13][CH:12]([CH3:15])[CH3:11])[C:5]([C:6]#[N:7])=[CH:4][N:3]=1. (3) Given the reactants O[CH2:2][CH2:3][C:4]1[CH:5]=[CH:6][C:7]2[CH:8]3[CH2:17][CH2:16][CH2:15][CH:9]3[C:10](=[O:14])[NH:11][C:12]=2[CH:13]=1.CC(OI1(OC(C)=O)(OC(C)=O)OC(=O)C2C1=CC=CC=2)=O.[Cl:40][C:41]1[CH:42]=[C:43]([CH:46]=[CH:47][CH:48]=1)[CH2:44][NH2:45].C(O[BH-](OC(=O)C)OC(=O)C)(=O)C.[Na+].C(O)(=O)C, predict the reaction product. The product is: [Cl:40][C:41]1[CH:42]=[C:43]([CH:46]=[CH:47][CH:48]=1)[CH2:44][NH:45][CH2:2][CH2:3][C:4]1[CH:5]=[CH:6][C:7]2[CH:8]3[CH2:17][CH2:16][CH2:15][CH:9]3[C:10](=[O:14])[NH:11][C:12]=2[CH:13]=1. (4) Given the reactants [CH3:1][C:2]1[C:6]([CH2:7]O)=[C:5]([CH3:9])[O:4][N:3]=1.P(Br)(Br)[Br:11], predict the reaction product. The product is: [Br:11][CH2:7][C:6]1[C:2]([CH3:1])=[N:3][O:4][C:5]=1[CH3:9]. (5) The product is: [CH3:45][O:46][C:47]1[C:55]([O:56][CH3:57])=[C:54]([O:58][CH3:59])[CH:53]=[C:52]([CH3:60])[C:48]=1[C:49]([C:7]1[C:8]([O:15][CH3:16])=[N:9][CH:10]=[C:11]([Cl:14])[C:12]=1[CH3:13])=[O:50]. Given the reactants C([Mg]Cl)(C)C.Br[C:7]1[C:8]([O:15][CH3:16])=[N:9][CH:10]=[C:11]([Cl:14])[C:12]=1[CH3:13].ClC1C(C)=C([Mg]Cl)C(OC)=NC=1.[Cu]C#N.[Cl-].[Li+].ClC1C(C)=C([Cu])C(OC)=NC=1.[CH3:45][O:46][C:47]1[C:55]([O:56][CH3:57])=[C:54]([O:58][CH3:59])[CH:53]=[C:52]([CH3:60])[C:48]=1[C:49](O)=[O:50].N1C=CC=CC=1[Cu].O.N, predict the reaction product. (6) Given the reactants [CH2:1]([O:8][C:9]([NH:11][C:12]1([C:15](OCC)=[O:16])[CH2:14][CH2:13]1)=[O:10])[C:2]1[CH:7]=[CH:6][CH:5]=[CH:4][CH:3]=1.[Li+].[BH4-], predict the reaction product. The product is: [OH:16][CH2:15][C:12]1([NH:11][C:9](=[O:10])[O:8][CH2:1][C:2]2[CH:7]=[CH:6][CH:5]=[CH:4][CH:3]=2)[CH2:14][CH2:13]1. (7) Given the reactants FC(F)(F)C(O)=O.[NH2:8][C@H:9]([C:19]1[C:24]([C:25]2[CH:26]=[CH:27][C:28]([F:34])=[C:29]([CH:33]=2)[C:30]([NH2:32])=[O:31])=[CH:23][CH:22]=[CH:21][N:20]=1)[CH2:10][C:11]1[CH:16]=[C:15]([F:17])[CH:14]=[C:13]([F:18])[CH:12]=1.[F:35][C:36]1([F:53])[C:40]2[N:41]([CH2:48][C:49](O)=[O:50])[N:42]=[C:43]([C:44]([F:47])([F:46])[F:45])[C:39]=2[CH:38]2[CH2:52][CH:37]12, predict the reaction product. The product is: [F:53][C:36]1([F:35])[C:40]2[N:41]([CH2:48][C:49]([NH:8][C@H:9]([C:19]3[C:24]([C:25]4[CH:26]=[CH:27][C:28]([F:34])=[C:29]([CH:33]=4)[C:30]([NH2:32])=[O:31])=[CH:23][CH:22]=[CH:21][N:20]=3)[CH2:10][C:11]3[CH:12]=[C:13]([F:18])[CH:14]=[C:15]([F:17])[CH:16]=3)=[O:50])[N:42]=[C:43]([C:44]([F:47])([F:46])[F:45])[C:39]=2[CH:38]2[CH2:52][CH:37]12. (8) Given the reactants C(O[C:4]([C:6]1[CH:7]=[N:8][C:9]2[C:14]([C:15]=1[NH:16][CH:17]([CH3:19])[CH3:18])=[CH:13][CH:12]=[CH:11][C:10]=2[O:20][CH3:21])=[O:5])C.[CH2:22]([N:25]=[C:26]=[O:27])[CH2:23][CH3:24], predict the reaction product. The product is: [CH:17]([N:16]1[C:15]2[C:14]3[CH:13]=[CH:12][CH:11]=[C:10]([O:20][CH3:21])[C:9]=3[N:8]=[CH:7][C:6]=2[C:4](=[O:5])[N:25]([CH2:22][CH2:23][CH3:24])[C:26]1=[O:27])([CH3:18])[CH3:19]. (9) Given the reactants [OH2:1].[H-].C[O:4]CCO[Al+]OCCOC.[Na+].[H-].[Cl:16][C:17]1[C:18](=[O:38])[NH:19][C:20](/[C:23](/[C:30]2[CH:35]=[CH:34][C:33]([S:36][CH3:37])=[CH:32][CH:31]=2)=[CH:24]/[CH:25]2[CH2:29][CH2:28][CH2:27][CH2:26]2)=[CH:21][CH:22]=1, predict the reaction product. The product is: [Cl:16][C:17]1[C:18](=[O:38])[NH:19][C:20](/[C:23](/[C:30]2[CH:35]=[CH:34][C:33]([S:36]([CH3:37])(=[O:4])=[O:1])=[CH:32][CH:31]=2)=[CH:24]/[CH:25]2[CH2:29][CH2:28][CH2:27][CH2:26]2)=[CH:21][CH:22]=1. (10) Given the reactants [NH2:1][C:2]1[N:7]=[C:6]([O:8]C)[C:5]([C:10]([OH:12])=O)=[CH:4][C:3]=1[Cl:13].[C:14](N1C=CN=C1)(N1C=CN=C1)=O.[NH2:26][CH2:27][CH:28]1[CH2:33][CH2:32][N:31]([C:34](OC(C)(C)C)=O)[CH2:30][CH2:29]1.O, predict the reaction product. The product is: [NH2:1][C:2]1[NH:7][C:6](=[O:8])[C:5]([C:10]([NH:26][CH2:27][CH:28]2[CH2:29][CH2:30][N:31]([CH2:34][CH3:14])[CH2:32][CH2:33]2)=[O:12])=[CH:4][C:3]=1[Cl:13].